From a dataset of Forward reaction prediction with 1.9M reactions from USPTO patents (1976-2016). Predict the product of the given reaction. Given the reactants C([O:5][C:6](=[O:33])[C:7]1[CH:12]=[CH:11][C:10]([C:13]2[CH2:17][C:16]([C:22]3[CH:27]=[C:26]([Cl:28])[C:25]([C:29]#[N:30])=[C:24]([Cl:31])[CH:23]=3)([C:18]([F:21])([F:20])[F:19])[O:15][N:14]=2)=[CH:9][C:8]=1[CH3:32])(C)(C)C.FC(CC(O)=O)(F)F.C(OCC)(=O)C, predict the reaction product. The product is: [Cl:31][C:24]1[CH:23]=[C:22]([C:16]2([C:18]([F:21])([F:19])[F:20])[O:15][N:14]=[C:13]([C:10]3[CH:11]=[CH:12][C:7]([C:6]([OH:33])=[O:5])=[C:8]([CH3:32])[CH:9]=3)[CH2:17]2)[CH:27]=[C:26]([Cl:28])[C:25]=1[C:29]#[N:30].